This data is from Forward reaction prediction with 1.9M reactions from USPTO patents (1976-2016). The task is: Predict the product of the given reaction. (1) Given the reactants [OH:1][C:2]1[CH:7]=[CH:6][C:5]([C:8](=[O:10])[CH3:9])=[CH:4][C:3]=1[N+:11]([O-:13])=[O:12].C(=O)([O-])[O-].[K+].[K+].Br[CH2:21]/[CH:22]=[CH:23]/[C:24]1[CH:29]=[CH:28][CH:27]=[CH:26][CH:25]=1, predict the reaction product. The product is: [CH2:21]([O:1][C:2]1[CH:7]=[CH:6][C:5]([C:8](=[O:10])[CH3:9])=[CH:4][C:3]=1[N+:11]([O-:13])=[O:12])/[CH:22]=[CH:23]/[C:24]1[CH:29]=[CH:28][CH:27]=[CH:26][CH:25]=1. (2) The product is: [Cl:1][C:2]1[CH:3]=[C:4]([C:9]2[CH:10]=[CH:33][C:32](/[CH:31]=[CH:30]/[C:29]([NH:28][OH:27])=[O:55])=[CH:14][CH:13]=2)[CH:5]=[CH:6][C:7]=1[OH:8]. Given the reactants [Cl:1][C:2]1[CH:3]=[C:4](/[C:9](=[CH:13]\[C:14]2C=CC=CC=2)/[C:10](O)=O)[CH:5]=[CH:6][C:7]=1[OH:8].CN(C([O:27][N:28]1N=N[C:30]2[CH:31]=[CH:32][CH:33]=N[C:29]1=2)=[N+](C)C)C.F[P-](F)(F)(F)(F)F.CCN(C(C)C)C(C)C.Cl.N[OH:55], predict the reaction product. (3) Given the reactants [F:1][C:2]1[C:7]([OH:8])=[CH:6][CH:5]=[CH:4][C:3]=1[CH2:9][NH:10][C:11](=[O:19])[C:12]1[CH:17]=[CH:16][CH:15]=[N:14][C:13]=1[NH2:18].I[CH2:21][CH2:22][CH2:23][CH2:24][CH3:25].C(=O)([O-])[O-].[Cs+].[Cs+].C(=O)(O)[O-].[Na+], predict the reaction product. The product is: [F:1][C:2]1[C:7]([O:8][CH2:21][CH2:22][CH2:23][CH2:24][CH3:25])=[CH:6][CH:5]=[CH:4][C:3]=1[CH2:9][NH:10][C:11](=[O:19])[C:12]1[CH:17]=[CH:16][CH:15]=[N:14][C:13]=1[NH2:18]. (4) Given the reactants [Br:1][C:2]1[CH:3]=[C:4]([OH:8])[CH:5]=[N:6][CH:7]=1.C(=O)([O-])[O-].[K+].[K+].[CH2:15](Br)[C:16]1[CH:21]=[CH:20][CH:19]=[CH:18][CH:17]=1, predict the reaction product. The product is: [CH2:15]([O:8][C:4]1[CH:5]=[N:6][CH:7]=[C:2]([Br:1])[CH:3]=1)[C:16]1[CH:21]=[CH:20][CH:19]=[CH:18][CH:17]=1. (5) Given the reactants [NH2:1][C:2]1[CH:3]=[C:4]([CH:22]=[CH:23][CH:24]=1)[C:5]([NH:7][CH2:8][CH:9]([OH:21])[CH2:10][N:11]1[CH2:20][CH2:19][C:18]2[C:13](=[CH:14][CH:15]=[CH:16][CH:17]=2)[CH2:12]1)=[O:6].[O:25]1[CH2:30][CH2:29][CH:28]([C:31](=O)[CH3:32])[CH2:27][CH2:26]1.CC(O)=O.[BH3-]C#N.[Na+], predict the reaction product. The product is: [CH2:12]1[C:13]2[C:18](=[CH:17][CH:16]=[CH:15][CH:14]=2)[CH2:19][CH2:20][N:11]1[CH2:10][CH:9]([OH:21])[CH2:8][NH:7][C:5](=[O:6])[C:4]1[CH:22]=[CH:23][CH:24]=[C:2]([NH:1][CH:31]([CH:28]2[CH2:29][CH2:30][O:25][CH2:26][CH2:27]2)[CH3:32])[CH:3]=1. (6) Given the reactants [F:1][C:2]1[CH:9]=[C:8]([N+:10]([O-:12])=[O:11])[CH:7]=[CH:6][C:3]=1[CH:4]=[O:5].[BH4-].[Na+], predict the reaction product. The product is: [F:1][C:2]1[CH:9]=[C:8]([N+:10]([O-:12])=[O:11])[CH:7]=[CH:6][C:3]=1[CH2:4][OH:5]. (7) Given the reactants [Cl:1][C:2]1[CH:7]=[CH:6][C:5]([CH:8]([C:15]2[CH:20]=[CH:19][CH:18]=[CH:17][CH:16]=2)[N:9]2[CH2:14][CH2:13][NH:12][CH2:11][CH2:10]2)=[CH:4][CH:3]=1.Cl[CH2:22][CH2:23][O:24][CH2:25][C:26]#[N:27].C(=O)([O-])[O-].[Na+].[Na+].[I-].[K+], predict the reaction product. The product is: [Cl:1][C:2]1[CH:3]=[CH:4][C:5]([CH:8]([C:15]2[CH:16]=[CH:17][CH:18]=[CH:19][CH:20]=2)[N:9]2[CH2:10][CH2:11][N:12]([CH2:22][CH2:23][O:24][CH2:25][C:26]#[N:27])[CH2:13][CH2:14]2)=[CH:6][CH:7]=1. (8) Given the reactants [O:1]=[S:2]1(=[O:57])[CH2:7][CH2:6][N:5]([CH2:8][CH2:9][NH:10][C@:11]23[CH2:53][CH2:52][C@@H:51]([CH:54]([CH3:56])[CH3:55])[C@@H:12]2[C@@H:13]2[C@@:26]([CH3:29])([CH2:27][CH2:28]3)[C@@:25]3([CH3:30])[C@@H:16]([C@:17]4([CH3:50])[C@@H:22]([CH2:23][CH2:24]3)[C:21]([CH3:32])([CH3:31])[C:20]([C:33]3[CH2:38][CH2:37][C@:36]([CH2:48][F:49])([C:39]([O:41]CC[Si](C)(C)C)=[O:40])[CH2:35][CH:34]=3)=[CH:19][CH2:18]4)[CH2:15][CH2:14]2)[CH2:4][CH2:3]1.CCCC[N+](CCCC)(CCCC)CCCC.[F-], predict the reaction product. The product is: [O:57]=[S:2]1(=[O:1])[CH2:3][CH2:4][N:5]([CH2:8][CH2:9][NH:10][C@:11]23[CH2:53][CH2:52][C@@H:51]([CH:54]([CH3:55])[CH3:56])[C@@H:12]2[C@@H:13]2[C@@:26]([CH3:29])([CH2:27][CH2:28]3)[C@@:25]3([CH3:30])[C@@H:16]([C@:17]4([CH3:50])[C@@H:22]([CH2:23][CH2:24]3)[C:21]([CH3:32])([CH3:31])[C:20]([C:33]3[CH2:38][CH2:37][C@:36]([CH2:48][F:49])([C:39]([OH:41])=[O:40])[CH2:35][CH:34]=3)=[CH:19][CH2:18]4)[CH2:15][CH2:14]2)[CH2:6][CH2:7]1.